This data is from NCI-60 drug combinations with 297,098 pairs across 59 cell lines. The task is: Regression. Given two drug SMILES strings and cell line genomic features, predict the synergy score measuring deviation from expected non-interaction effect. (1) Synergy scores: CSS=-5.05, Synergy_ZIP=-0.315, Synergy_Bliss=-5.26, Synergy_Loewe=-6.27, Synergy_HSA=-5.69. Drug 1: CCCCCOC(=O)NC1=NC(=O)N(C=C1F)C2C(C(C(O2)C)O)O. Cell line: NCI/ADR-RES. Drug 2: CC1CCC2CC(C(=CC=CC=CC(CC(C(=O)C(C(C(=CC(C(=O)CC(OC(=O)C3CCCCN3C(=O)C(=O)C1(O2)O)C(C)CC4CCC(C(C4)OC)O)C)C)O)OC)C)C)C)OC. (2) Drug 1: CC=C1C(=O)NC(C(=O)OC2CC(=O)NC(C(=O)NC(CSSCCC=C2)C(=O)N1)C(C)C)C(C)C. Drug 2: CC1C(C(CC(O1)OC2CC(OC(C2O)C)OC3=CC4=CC5=C(C(=O)C(C(C5)C(C(=O)C(C(C)O)O)OC)OC6CC(C(C(O6)C)O)OC7CC(C(C(O7)C)O)OC8CC(C(C(O8)C)O)(C)O)C(=C4C(=C3C)O)O)O)O. Cell line: SNB-19. Synergy scores: CSS=66.8, Synergy_ZIP=-2.69, Synergy_Bliss=-4.22, Synergy_Loewe=-14.8, Synergy_HSA=-3.76. (3) Cell line: T-47D. Drug 2: CN1C(=O)N2C=NC(=C2N=N1)C(=O)N. Synergy scores: CSS=2.63, Synergy_ZIP=0.327, Synergy_Bliss=-8.31, Synergy_Loewe=-57.9, Synergy_HSA=-19.5. Drug 1: CN(CC1=CN=C2C(=N1)C(=NC(=N2)N)N)C3=CC=C(C=C3)C(=O)NC(CCC(=O)O)C(=O)O.